This data is from Forward reaction prediction with 1.9M reactions from USPTO patents (1976-2016). The task is: Predict the product of the given reaction. (1) Given the reactants [H-].[Al+3].[Li+].[H-].[H-].[H-].[S:7]1[CH:11]=[CH:10][C:9]2[C:12]([N:16]3[CH2:21][CH2:20][N:19]([CH2:22][CH2:23][C:24](OCC)=[O:25])[CH2:18][CH2:17]3)=[CH:13][CH:14]=[CH:15][C:8]1=2.O1CCCC1.[OH-].[Na+], predict the reaction product. The product is: [S:7]1[CH:11]=[CH:10][C:9]2[C:12]([N:16]3[CH2:17][CH2:18][N:19]([CH2:22][CH2:23][CH2:24][OH:25])[CH2:20][CH2:21]3)=[CH:13][CH:14]=[CH:15][C:8]1=2. (2) Given the reactants Cl[C:2]1[CH:7]=[CH:6][NH:5][C:4](=[O:8])[C:3]=1[C:9]1[NH:10][C:11]2[C:12]([N:28]=1)=[CH:13][C:14]1[CH2:15][N:16]([CH2:21][CH2:22][N:23]3[CH2:27][CH2:26][CH2:25][CH2:24]3)[C:17](=[O:20])[C:18]=1[CH:19]=2.[Cl:29][C:30]1[CH:31]=[CH:32][C:33]([CH3:40])=[C:34]([CH2:36][C@@H:37]([NH2:39])[CH3:38])[CH:35]=1.CCN(C(C)C)C(C)C, predict the reaction product. The product is: [Cl:29][C:30]1[CH:31]=[CH:32][C:33]([CH3:40])=[C:34]([CH2:36][C@@H:37]([NH:39][C:2]2[CH:7]=[CH:6][NH:5][C:4](=[O:8])[C:3]=2[C:9]2[NH:10][C:11]3[C:12]([N:28]=2)=[CH:13][C:14]2[CH2:15][N:16]([CH2:21][CH2:22][N:23]4[CH2:24][CH2:25][CH2:26][CH2:27]4)[C:17](=[O:20])[C:18]=2[CH:19]=3)[CH3:38])[CH:35]=1. (3) Given the reactants [S:1]1[C:5]2[CH:6]=[C:7]([NH:10][C:11]3[N:16]=[CH:15][C:14]([C:17]4[O:18][C:19]([CH3:35])=[C:20]([C:22]([NH:24][CH2:25][CH2:26][NH:27]C(=O)OC(C)(C)C)=[O:23])[N:21]=4)=[C:13]([NH:36][CH:37]([CH3:39])[CH3:38])[CH:12]=3)[CH:8]=[CH:9][C:4]=2[N:3]=[CH:2]1.CCOCC.Cl, predict the reaction product. The product is: [NH2:27][CH2:26][CH2:25][NH:24][C:22]([C:20]1[N:21]=[C:17]([C:14]2[CH:15]=[N:16][C:11]([NH:10][C:7]3[CH:8]=[CH:9][C:4]4[N:3]=[CH:2][S:1][C:5]=4[CH:6]=3)=[CH:12][C:13]=2[NH:36][CH:37]([CH3:38])[CH3:39])[O:18][C:19]=1[CH3:35])=[O:23]. (4) Given the reactants [Cl:1][C:2]1[C:7](/[C:8](=[N:15]\[O:16][CH3:17])/[C:9]2[CH:14]=[CH:13][CH:12]=[CH:11][CH:10]=2)=[CH:6][N:5]=[C:4]2[N:18]([CH2:21][CH2:22][O:23][C:24]3[CH:29]=[CH:28][C:27]([CH2:30][CH:31]([O:36][CH2:37][C:38]([F:41])([F:40])[F:39])[C:32]([O:34]C)=[O:33])=[CH:26][CH:25]=3)[CH:19]=[CH:20][C:3]=12.O.[OH-].[Li+], predict the reaction product. The product is: [Cl:1][C:2]1[C:7](/[C:8](=[N:15]\[O:16][CH3:17])/[C:9]2[CH:14]=[CH:13][CH:12]=[CH:11][CH:10]=2)=[CH:6][N:5]=[C:4]2[N:18]([CH2:21][CH2:22][O:23][C:24]3[CH:29]=[CH:28][C:27]([CH2:30][CH:31]([O:36][CH2:37][C:38]([F:39])([F:40])[F:41])[C:32]([OH:34])=[O:33])=[CH:26][CH:25]=3)[CH:19]=[CH:20][C:3]=12. (5) Given the reactants [Cl:1][C:2]1[C:3]([C:26]#[N:27])=[C:4]([C:8]([NH:10][C@@H:11]2[CH2:16][CH2:15][N:14](C(OCC)=O)[CH2:13][C@@H:12]2[O:22][CH2:23][CH2:24][CH3:25])=[O:9])[NH:5][C:6]=1[CH3:7].[OH-].[K+].O.NN.O, predict the reaction product. The product is: [Cl:1][C:2]1[C:3]([C:26]#[N:27])=[C:4]([C:8]([NH:10][C@@H:11]2[CH2:16][CH2:15][NH:14][CH2:13][C@@H:12]2[O:22][CH2:23][CH2:24][CH3:25])=[O:9])[NH:5][C:6]=1[CH3:7]. (6) Given the reactants [Cl:1][C:2]1[N:3]=[N:4][C:5]([Cl:11])=[CH:6][C:7]=1[C:8](O)=[O:9].C(N1C=CN=C1)(N1C=CN=C1)=O.[NH2:24][C:25]1[C:33]([NH2:34])=[CH:32][CH:31]=[CH:30][C:26]=1[C:27]([NH2:29])=[O:28], predict the reaction product. The product is: [NH2:24][C:25]1[C:26]([C:27](=[O:28])[NH2:29])=[CH:30][CH:31]=[CH:32][C:33]=1[NH:34][C:8]([C:7]1[CH:6]=[C:5]([Cl:11])[N:4]=[N:3][C:2]=1[Cl:1])=[O:9]. (7) Given the reactants [CH2:1]([C:8]1[O:12][N:11]=[C:10]([C:13]([NH:15][C@H:16]2[CH2:22][O:21][C:20]3[CH:23]=[CH:24][C:25]([C:27]([O:29]C)=[O:28])=[CH:26][C:19]=3[N:18]([CH3:31])[C:17]2=[O:32])=[O:14])[CH:9]=1)[C:2]1[CH:7]=[CH:6][CH:5]=[CH:4][CH:3]=1.[Li+].[OH-], predict the reaction product. The product is: [CH2:1]([C:8]1[O:12][N:11]=[C:10]([C:13]([NH:15][C@H:16]2[CH2:22][O:21][C:20]3[CH:23]=[CH:24][C:25]([C:27]([OH:29])=[O:28])=[CH:26][C:19]=3[N:18]([CH3:31])[C:17]2=[O:32])=[O:14])[CH:9]=1)[C:2]1[CH:3]=[CH:4][CH:5]=[CH:6][CH:7]=1. (8) Given the reactants [CH3:1][O:2][C:3](=[O:39])[CH2:4][CH2:5][C@@H:6]1[C@@H:10]([O:11][CH3:12])[C@@H:9]([O:13][Si](C(C)(C)C)(C)C)[C@H:8]([N:21]2[CH:29]=[N:28][C:27]3[C:22]2=[N:23][CH:24]=[N:25][C:26]=3[NH:30][C:31](=[O:38])[C:32]2[CH:37]=[CH:36][CH:35]=[CH:34][CH:33]=2)[O:7]1.CCCC[N+](CCCC)(CCCC)CCCC.[F-], predict the reaction product. The product is: [CH3:1][O:2][C:3](=[O:39])[CH2:4][CH2:5][C@@H:6]1[C@@H:10]([O:11][CH3:12])[C@@H:9]([OH:13])[C@H:8]([N:21]2[CH:29]=[N:28][C:27]3[C:22]2=[N:23][CH:24]=[N:25][C:26]=3[NH:30][C:31](=[O:38])[C:32]2[CH:37]=[CH:36][CH:35]=[CH:34][CH:33]=2)[O:7]1. (9) The product is: [ClH:12].[Cl:12][CH2:8][C:5]1[CH:4]=[CH:3][C:2]([CH3:1])=[CH:7][N:6]=1. Given the reactants [CH3:1][C:2]1[CH:3]=[CH:4][C:5]([CH2:8]O)=[N:6][CH:7]=1.O=S(Cl)[Cl:12], predict the reaction product. (10) Given the reactants [CH3:1][C:2]1([CH3:12])[C:10]2[C:5](=[CH:6][CH:7]=[CH:8][CH:9]=2)[C:4](=O)[CH2:3]1.[C:13]1([C:19]([CH3:24])([CH3:23])[C:20]([OH:22])=[O:21])[CH:18]=[CH:17][CH:16]=[CH:15][CH:14]=1.[CH2:25](Cl)[C:26]([C:29]1[CH:34]=[CH:33][CH:32]=[CH:31][CH:30]=1)(C)[CH3:27].[Mg].C(=O)=O, predict the reaction product. The product is: [C:13]1([C:19]([CH3:24])([CH3:23])[C:20]([OH:22])=[O:21])[CH:18]=[CH:17][CH:16]=[CH:15][CH:14]=1.[CH3:25][C:26]([C:29]1[CH:34]=[CH:33][CH:32]=[CH:31][CH:30]=1)([CH2:4][CH2:3][C:2]([CH3:1])([C:10]1[CH:9]=[CH:8][CH:7]=[CH:6][CH:5]=1)[CH3:12])[CH3:27].